This data is from Forward reaction prediction with 1.9M reactions from USPTO patents (1976-2016). The task is: Predict the product of the given reaction. (1) Given the reactants BrC1C([C@@H](NC(=O)CN2C3C(F)(F)CCC(F)(F)C=3C(C(F)F)=N2)CC2C=C(F)C=C(F)C=2)=NC=C(Br)C=1.[NH2:39][C@H:40]([C:50]1[C:55]([C:56]2[CH:57]=[CH:58][C:59]([Cl:71])=[C:60]3[C:64]=2[N:63]([CH3:65])[N:62]=[C:61]3[NH:66][S:67]([CH3:70])(=[O:69])=[O:68])=[CH:54][CH:53]=[C:52]([C:72]#[C:73][C:74]([OH:77])([CH3:76])[CH3:75])[N:51]=1)[CH2:41][C:42]1[CH:47]=[C:46]([F:48])[CH:45]=[C:44]([F:49])[CH:43]=1.[F:78][C:79]([F:94])([F:93])[C:80]1[C:81]2[CH2:92][CH2:91][O:90][CH2:89][C:82]=2[N:83]([CH2:85][C:86](O)=[O:87])[N:84]=1, predict the reaction product. The product is: [Cl:71][C:59]1[CH:58]=[CH:57][C:56]([C:55]2[C:50]([C@@H:40]([NH:39][C:86](=[O:87])[CH2:85][N:83]3[C:82]4[CH2:89][O:90][CH2:91][CH2:92][C:81]=4[C:80]([C:79]([F:94])([F:78])[F:93])=[N:84]3)[CH2:41][C:42]3[CH:47]=[C:46]([F:48])[CH:45]=[C:44]([F:49])[CH:43]=3)=[N:51][C:52]([C:72]#[C:73][C:74]([OH:77])([CH3:75])[CH3:76])=[CH:53][CH:54]=2)=[C:64]2[C:60]=1[C:61]([NH:66][S:67]([CH3:70])(=[O:68])=[O:69])=[N:62][N:63]2[CH3:65]. (2) Given the reactants [CH3:1][C:2]1[C:3]([O:11][CH2:12][C:13]([F:16])([F:15])[F:14])=[N:4][CH:5]=[C:6]([CH:10]=1)[C:7]([OH:9])=O.Cl.[CH3:18][NH:19][O:20][CH3:21].CN(C(ON1N=NC2C=CC=CC1=2)=[N+](C)C)C.F[P-](F)(F)(F)(F)F.C(N(CC)CC)C.C(=O)([O-])O.[Na+], predict the reaction product. The product is: [CH3:21][O:20][N:19]([CH3:18])[C:7](=[O:9])[C:6]1[CH:10]=[C:2]([CH3:1])[C:3]([O:11][CH2:12][C:13]([F:16])([F:15])[F:14])=[N:4][CH:5]=1. (3) The product is: [CH2:4]([N:5]1[C:9]2[C:10]3[CH:11]=[CH:12][CH:13]=[CH:14][C:15]=3[N:16]=[C:17]([NH2:18])[C:8]=2[N:7]=[CH:6]1)[CH:2]([CH3:3])[CH3:1]. Given the reactants [CH3:1][CH:2]([CH2:4][N:5]1[C:9]2[C:10]3[CH:11]=[CH:12][CH:13]=[CH:14][C:15]=3[N:16]=[C:17]([NH2:18])[C:8]=2[N:7]=[CH:6]1)[CH3:3].Cl.C.[NH4+].[OH-], predict the reaction product. (4) Given the reactants [Cl:1][C:2]1[CH:28]=[CH:27][C:5]([CH2:6][N:7]2[C:12](=[O:13])[C:11]([CH2:14]Br)=[N:10][N:9]([C:16]3[CH:17]=[C:18]([NH:22][C:23](=[O:25])[CH3:24])[CH:19]=[CH:20][CH:21]=3)[C:8]2=[O:26])=[CH:4][CH:3]=1.[I-:29].[Na+], predict the reaction product. The product is: [Cl:1][C:2]1[CH:28]=[CH:27][C:5]([CH2:6][N:7]2[C:12](=[O:13])[C:11]([CH2:14][I:29])=[N:10][N:9]([C:16]3[CH:17]=[C:18]([NH:22][C:23](=[O:25])[CH3:24])[CH:19]=[CH:20][CH:21]=3)[C:8]2=[O:26])=[CH:4][CH:3]=1. (5) Given the reactants C([O:5][C:6](=[O:47])[C@H:7]([N:23]([CH2:37][C:38]1[CH:43]=[CH:42][C:41]2[O:44][CH2:45][O:46][C:40]=2[CH:39]=1)[S:24]([C:27]1[C:32]([CH3:33])=[CH:31][C:30]([O:34][CH3:35])=[CH:29][C:28]=1[CH3:36])(=[O:26])=[O:25])[CH2:8][NH:9][C:10]([C:12]1[CH:17]=[CH:16][CH:15]=[CH:14][C:13]=1[N:18]1[CH:22]=[CH:21][CH:20]=[CH:19]1)=[O:11])(C)(C)C.FC(F)(F)C(O)=O, predict the reaction product. The product is: [CH2:45]1[O:44][C:41]2[CH:42]=[CH:43][C:38]([CH2:37][N:23]([S:24]([C:27]3[C:32]([CH3:33])=[CH:31][C:30]([O:34][CH3:35])=[CH:29][C:28]=3[CH3:36])(=[O:25])=[O:26])[C@H:7]([CH2:8][NH:9][C:10]([C:12]3[CH:17]=[CH:16][CH:15]=[CH:14][C:13]=3[N:18]3[CH:19]=[CH:20][CH:21]=[CH:22]3)=[O:11])[C:6]([OH:47])=[O:5])=[CH:39][C:40]=2[O:46]1. (6) Given the reactants [NH2:1][C:2]1[CH:7]=[CH:6][N:5]=[C:4]([C:8]2([C:11]#[N:12])[CH2:10][CH2:9]2)[CH:3]=1.[Cl:13][C:14]1[N:19]=[C:18](Cl)[N:17]=[C:16]([Cl:21])[N:15]=1.C([O-])(O)=O.[Na+], predict the reaction product. The product is: [Cl:13][C:14]1[N:15]=[C:16]([Cl:21])[N:17]=[C:18]([NH:1][C:2]2[CH:7]=[CH:6][N:5]=[C:4]([C:8]3([C:11]#[N:12])[CH2:9][CH2:10]3)[CH:3]=2)[N:19]=1. (7) The product is: [CH2:29]([O:36][C:37]([C@@H:39]1[CH2:43][CH2:42][CH2:41][N:40]1[C:44](=[O:60])[C@@H:45]([NH:52][C:53]([O:55][CH3:56])=[O:54])[CH:46]([CH3:51])[CH3:47])=[O:38])[C:30]1[CH:31]=[CH:32][CH:33]=[CH:34][CH:35]=1. Given the reactants COC(N[C@@H](C(C)C)C(O)=O)=O.Cl.C(OC(=O)[C@@H]1CCCN1)C1C=CC=CC=1.[CH2:29]([O:36][C:37]([C@@H:39]1[CH2:43][CH2:42][CH2:41][N:40]1[C:44](=[O:60])[C@H:45]([NH:52][C:53]([O:55][C:56](C)(C)C)=[O:54])[C:46]1[CH:51]=CC=C[CH:47]=1)=[O:38])[C:30]1[CH:35]=[CH:34][CH:33]=[CH:32][CH:31]=1, predict the reaction product.